From a dataset of Forward reaction prediction with 1.9M reactions from USPTO patents (1976-2016). Predict the product of the given reaction. (1) Given the reactants [C:1]([Li])([CH3:4])([CH3:3])[CH3:2].O=C1[CH2:24][CH2:23][C@@:22]2([CH2:25]C)[C:9]([CH2:10][CH2:11][C@@H:12]3[C@@H:21]2[CH2:20][CH2:19][C@@:17]2([CH3:18])[C@H:13]3[CH2:14][CH2:15][C@@H:16]2[OH:27])=C1, predict the reaction product. The product is: [CH2:2]=[C:1]1[CH2:4][CH2:25][C@@:22]2([CH2:23][CH3:24])[C:9]([CH2:10][CH2:11][C@@H:12]3[C@@H:21]2[CH2:20][CH2:19][C@@:17]2([CH3:18])[C@H:13]3[CH2:14][CH2:15][C@@H:16]2[OH:27])=[CH:3]1. (2) Given the reactants C([O:3][C:4]([CH:6]1[CH2:11][CH2:10][N:9]([CH2:12][C:13]2[CH:18]=[CH:17][C:16]([C@@H:19]3[O:28][C:23]4=[N:24][CH:25]=[CH:26][CH:27]=[C:22]4[O:21][CH2:20]3)=[CH:15][CH:14]=2)[CH2:8][CH2:7]1)=[O:5])C, predict the reaction product. The product is: [O:21]1[C:22]2[C:23](=[N:24][CH:25]=[CH:26][CH:27]=2)[O:28][C@@H:19]([C:16]2[CH:15]=[CH:14][C:13]([CH2:12][N:9]3[CH2:10][CH2:11][CH:6]([C:4]([OH:5])=[O:3])[CH2:7][CH2:8]3)=[CH:18][CH:17]=2)[CH2:20]1. (3) The product is: [CH3:18][CH:4]1[CH2:5][NH:6][CH2:7][CH:2]([CH3:1])[N:3]1[C:19]([O:21][C:22]([CH3:24])([CH3:23])[CH3:25])=[O:20]. Given the reactants [CH3:1][CH:2]1[CH2:7][N:6](C(OCC2C=CC=CC=2)=O)[CH2:5][CH:4]([CH3:18])[N:3]1[C:19]([O:21][C:22]([CH3:25])([CH3:24])[CH3:23])=[O:20], predict the reaction product. (4) The product is: [Br:1][C:2]1[CH:3]=[CH:4][C:5]([N:8]2[CH:12]=[CH:11][N:10]([CH2:17][C:18]([O:20][CH2:21][CH3:22])=[O:19])[C:9]2=[O:13])=[CH:6][CH:7]=1. Given the reactants [Br:1][C:2]1[CH:7]=[CH:6][C:5]([N:8]2[CH:12]=[CH:11][NH:10][C:9]2=[O:13])=[CH:4][CH:3]=1.[H-].[Na+].Br[CH2:17][C:18]([O:20][CH2:21][CH3:22])=[O:19], predict the reaction product. (5) Given the reactants [NH2:1][C:2]1[N:6]([CH3:7])[N:5]=[C:4]([CH3:8])[CH:3]=1.[C:9](OC(=O)C)(=[O:11])[CH3:10].O.C(=O)(O)[O-].[Na+], predict the reaction product. The product is: [C:9]([NH:1][C:2]1[N:6]([CH3:7])[N:5]=[C:4]([CH3:8])[CH:3]=1)(=[O:11])[CH3:10].